Predict the product of the given reaction. From a dataset of Forward reaction prediction with 1.9M reactions from USPTO patents (1976-2016). (1) Given the reactants [NH2:1][C:2]1[N:7]=[C:6]([C:8]2[CH:15]=[CH:14][C:11]([C:12]#[N:13])=[C:10](F)[CH:9]=2)[CH:5]=[C:4]([C:17]2[CH:22]=[CH:21][CH:20]=[CH:19][CH:18]=2)[N:3]=1.O.[NH2:24][NH2:25], predict the reaction product. The product is: [NH2:1][C:2]1[N:7]=[C:6]([C:8]2[CH:9]=[C:10]3[C:11]([C:12]([NH2:13])=[N:24][NH:25]3)=[CH:14][CH:15]=2)[CH:5]=[C:4]([C:17]2[CH:18]=[CH:19][CH:20]=[CH:21][CH:22]=2)[N:3]=1. (2) The product is: [CH3:1][C:2]1[CH:7]=[C:6]([CH3:8])[CH:5]=[CH:4][C:3]=1[N:9]([CH2:26][CH:27]([CH3:29])[CH3:28])[S:10]([C:13]1[CH:18]=[CH:17][C:16]([CH2:19][CH2:20][CH2:21][C:22]([OH:24])=[O:23])=[CH:15][CH:14]=1)(=[O:12])=[O:11]. Given the reactants [CH3:1][C:2]1[CH:7]=[C:6]([CH3:8])[CH:5]=[CH:4][C:3]=1[N:9]([CH2:26][CH:27]([CH3:29])[CH3:28])[S:10]([C:13]1[CH:18]=[CH:17][C:16]([CH2:19][CH2:20][CH2:21][C:22]([O:24]C)=[O:23])=[CH:15][CH:14]=1)(=[O:12])=[O:11].[OH-].[Li+], predict the reaction product.